From a dataset of HIV replication inhibition screening data with 41,000+ compounds from the AIDS Antiviral Screen. Binary Classification. Given a drug SMILES string, predict its activity (active/inactive) in a high-throughput screening assay against a specified biological target. (1) The molecule is CCN=C(NC(=O)c1c(Cl)cccc1Cl)SCSC(=NC(=O)c1c(Cl)cccc1Cl)NCC. The result is 0 (inactive). (2) The molecule is COCC1C2OC(C)(C)OC2C(=O)N1C(=O)c1ccc(OC)cc1. The result is 0 (inactive). (3) The drug is O=C1CCC23CC(=O)OC2CCCC3C1. The result is 0 (inactive). (4) The result is 0 (inactive). The molecule is COC(c1ccsc1)C(C#N)(C#N)N=Cc1ccsc1. (5) The compound is C=CCC(C(=O)NC(N)=O)c1ccccc1. The result is 0 (inactive). (6) The drug is CC(C)NCC1CCc2cc(CO)c([N+](=O)[O-])cc2N1. The result is 0 (inactive).